This data is from Full USPTO retrosynthesis dataset with 1.9M reactions from patents (1976-2016). The task is: Predict the reactants needed to synthesize the given product. Given the product [ClH:34].[NH:24]1[CH2:25][CH2:26][CH:21]([C:19]2[N:5]3[N:6]=[C:7]4[C:12]([C:11]([C:13]5[CH:18]=[CH:17][CH:16]=[CH:15][N:14]=5)=[CH:10][CH:9]=[CH:8]4)=[C:4]3[NH:3][C:2](=[O:1])[CH:20]=2)[CH2:22][CH2:23]1, predict the reactants needed to synthesize it. The reactants are: [O:1]=[C:2]1[CH:20]=[C:19]([CH:21]2[CH2:26][CH2:25][N:24](C(OC(C)(C)C)=O)[CH2:23][CH2:22]2)[N:5]2[N:6]=[C:7]3[C:12]([C:11]([C:13]4[CH:18]=[CH:17][CH:16]=[CH:15][N:14]=4)=[CH:10][CH:9]=[CH:8]3)=[C:4]2[NH:3]1.[ClH:34].